Task: Predict the reaction yield, written as a fraction of the theoretical maximum amount of product (1.0 means a 100% yield; for example, 0.34 means a 34% yield).. Dataset: Reaction yield outcomes from USPTO patents with 853,638 reactions (1) The reactants are [CH3:1][C:2]1[NH:6][CH:5]=[N:4][C:3]=1[C:7]([C:9]1[CH:18]=[C:17]2[C:12]([CH:13]=[CH:14][CH:15]=[N:16]2)=[CH:11][CH:10]=1)=O.[OH-].[K+].O.NN.Cl. The catalyst is C(O)CO. The product is [CH3:1][C:2]1[NH:6][CH:5]=[N:4][C:3]=1[CH2:7][C:9]1[CH:18]=[C:17]2[C:12]([CH:13]=[CH:14][CH:15]=[N:16]2)=[CH:11][CH:10]=1. The yield is 0.650. (2) The reactants are F[C:2](F)(F)[C:3]([O-])=O.[C:8]([C:11]1[C:19]2[CH2:18][CH2:17][NH2+:16][CH2:15][C:14]=2[S:13][C:12]=1[NH:20][C:21](=[O:29])[C:22]1[CH:27]=[CH:26][CH:25]=[CH:24][C:23]=1[Cl:28])(=[O:10])[NH2:9].C(=O)C.C(O[BH-](OC(=O)C)OC(=O)C)(=O)C.[Na+]. The catalyst is ClCCCl.ClCCl. The product is [Cl:28][C:23]1[CH:24]=[CH:25][CH:26]=[CH:27][C:22]=1[C:21]([NH:20][C:12]1[S:13][C:14]2[CH2:15][N:16]([CH2:2][CH3:3])[CH2:17][CH2:18][C:19]=2[C:11]=1[C:8]([NH2:9])=[O:10])=[O:29]. The yield is 0.640. (3) The reactants are CO.[F:3][C:4]1[C:5]([O:10][CH2:11][C:12]2[CH:17]=[CH:16][C:15]([CH2:18][CH2:19][N+:20]([O-:22])=O)=[CH:14][CH:13]=2)=[N:6][CH:7]=[CH:8][CH:9]=1.C[O-].[Li+].C(Cl)[Cl:27]. The catalyst is [Ti](Cl)(Cl)(Cl)Cl.O. The product is [F:3][C:4]1[C:5]([O:10][CH2:11][C:12]2[CH:17]=[CH:16][C:15]([CH2:18][C:19]([Cl:27])=[N:20][OH:22])=[CH:14][CH:13]=2)=[N:6][CH:7]=[CH:8][CH:9]=1. The yield is 0.880. (4) The reactants are [C:1]([C:3]1[CH:8]=[CH:7][C:6]([F:9])=[CH:5][N+:4]=1[O-])#[N:2].[C:11]([O:14]C(=O)C)(=[O:13])[CH3:12]. No catalyst specified. The product is [C:11]([O:14][C:5]1[C:6]([F:9])=[CH:7][CH:8]=[C:3]([C:1]#[N:2])[N:4]=1)(=[O:13])[CH3:12]. The yield is 0.600. (5) The reactants are [C:1]([O:5][C:6](=[O:16])[NH:7][C:8]1[CH:9]=[N:10][CH:11]=[C:12]([CH2:14][OH:15])[CH:13]=1)([CH3:4])([CH3:3])[CH3:2].C(N(CC)CC)C.[CH3:24][S:25](O[S:25]([CH3:24])(=[O:27])=[O:26])(=[O:27])=[O:26]. The catalyst is C1COCC1.C(Cl)Cl. The product is [C:1]([O:5][C:6]([NH:7][C:8]1[CH:13]=[C:12]([CH2:14][O:15][S:25]([CH3:24])(=[O:27])=[O:26])[CH:11]=[N:10][CH:9]=1)=[O:16])([CH3:4])([CH3:2])[CH3:3]. The yield is 0.840. (6) The reactants are [Br:1][C:2]1[CH:3]=[CH:4][C:5]2[C:6](=O)[C:7]3[CH:8]=[C:9]4[C:23]([CH3:25])([CH3:24])[C:22]5[C:17](=[CH:18][CH:19]=[CH:20][CH:21]=5)[C:10]4=[CH:11][C:12]=3[C:13](=O)[C:14]=2[CH:15]=1.I.O.II. The catalyst is C(O)(=O)C. The product is [Br:1][C:2]1[CH:3]=[CH:4][C:5]2[C:14]([CH:15]=1)=[CH:13][C:12]1[CH:11]=[C:10]3[C:17]4[C:22]([C:23]([CH3:25])([CH3:24])[C:9]3=[CH:8][C:7]=1[CH:6]=2)=[CH:21][CH:20]=[CH:19][CH:18]=4. The yield is 0.600. (7) The reactants are [C:1]([NH:7][C:8](=[O:30])[NH:9][C:10]1[N:15]=[CH:14][C:13]([O:16][C:17]2[CH:22]=[CH:21][N:20]=[C:19]([NH:23][C:24](=[O:29])OC(C)=C)[CH:18]=2)=[CH:12][CH:11]=1)(=[O:6])[C:2]([CH3:5])([CH3:4])[CH3:3].[CH3:31][O:32][CH2:33][CH2:34][NH2:35].CN1CCCC1. The catalyst is O1CCOCC1.CC#N.O. The product is [CH3:31][O:32][CH2:33][CH2:34][NH:35][C:24](=[O:29])[NH:23][C:19]1[CH:18]=[C:17]([O:16][C:13]2[CH:12]=[CH:11][C:10]([NH:9][C:8]([NH:7][C:1](=[O:6])[C:2]([CH3:5])([CH3:3])[CH3:4])=[O:30])=[N:15][CH:14]=2)[CH:22]=[CH:21][N:20]=1. The yield is 0.430. (8) The reactants are [C:12]([O:11][C:9](O[C:9]([O:11][C:12]([CH3:15])([CH3:14])[CH3:13])=[O:10])=[O:10])([CH3:15])([CH3:14])[CH3:13].[N+:16]([C:19]1[CH:27]=[C:26]2[C:22]([CH:23]=[C:24]([C:28]([O:30][CH3:31])=[O:29])[NH:25]2)=[CH:21][CH:20]=1)([O-:18])=[O:17]. The catalyst is ClCCl. The product is [N+:16]([C:19]1[CH:27]=[C:26]2[C:22]([CH:23]=[C:24]([C:28]([O:30][CH3:31])=[O:29])[N:25]2[C:9]([O:11][C:12]([CH3:13])([CH3:14])[CH3:15])=[O:10])=[CH:21][CH:20]=1)([O-:18])=[O:17]. The yield is 0.730. (9) The reactants are [Cl:1][C:2]1[CH:3]=[C:4]([CH:19]=[CH:20][C:21]=1[O:22][CH:23]([CH3:25])[CH3:24])[C:5](OC1C(F)=C(F)C(F)=C(F)C=1F)=[O:6].[NH:26]([CH2:28][CH2:29][C:30]#[N:31])[NH2:27].[CH2:32]([O:39][C:40]1[CH:47]=[CH:46][C:43]([CH:44]=O)=[CH:42][CH:41]=1)[C:33]1[CH:38]=[CH:37][CH:36]=[CH:35][CH:34]=1.C([BH3-])#N.[Na+].O.C1(C)C=CC(S(O)(=O)=O)=CC=1. The catalyst is CO. The product is [Cl:1][C:2]1[CH:3]=[C:4]([CH:19]=[CH:20][C:21]=1[O:22][CH:23]([CH3:25])[CH3:24])[C:5]([NH:27][N:26]([CH2:28][CH2:29][C:30]#[N:31])[CH2:44][C:43]1[CH:46]=[CH:47][C:40]([O:39][CH2:32][C:33]2[CH:38]=[CH:37][CH:36]=[CH:35][CH:34]=2)=[CH:41][CH:42]=1)=[O:6]. The yield is 0.610.